This data is from Catalyst prediction with 721,799 reactions and 888 catalyst types from USPTO. The task is: Predict which catalyst facilitates the given reaction. (1) The catalyst class is: 83. Reactant: [OH-].[Na+].[CH2:3]([O:10][C:11]1[CH:16]=[CH:15][C:14]([N:17]([C:41]2[CH:46]=[CH:45][CH:44]=[CH:43][CH:42]=2)[C:18]([C:20]2[C:28]3[C:23](=[CH:24][CH:25]=[CH:26][CH:27]=3)[N:22]([C:29]3[CH:38]=[C:37]([O:39][CH3:40])[CH:36]=[CH:35][C:30]=3[C:31]([O:33]C)=[O:32])[CH:21]=2)=[O:19])=[CH:13][CH:12]=1)[C:4]1[CH:9]=[CH:8][CH:7]=[CH:6][CH:5]=1.Cl. Product: [CH2:3]([O:10][C:11]1[CH:12]=[CH:13][C:14]([N:17]([C:41]2[CH:46]=[CH:45][CH:44]=[CH:43][CH:42]=2)[C:18]([C:20]2[C:28]3[C:23](=[CH:24][CH:25]=[CH:26][CH:27]=3)[N:22]([C:29]3[CH:38]=[C:37]([O:39][CH3:40])[CH:36]=[CH:35][C:30]=3[C:31]([OH:33])=[O:32])[CH:21]=2)=[O:19])=[CH:15][CH:16]=1)[C:4]1[CH:9]=[CH:8][CH:7]=[CH:6][CH:5]=1. (2) Reactant: Br[CH2:2][CH2:3][OH:4].[N-:5]=[N+:6]=[N-:7].[Na+].[S:9](Cl)([C:12]1[CH:18]=[CH:17][C:15]([CH3:16])=[CH:14][CH:13]=1)(=[O:11])=[O:10]. Product: [C:15]1([CH3:16])[CH:17]=[CH:18][C:12]([S:9]([O:4][CH2:3][CH2:2][N:5]=[N+:6]=[N-:7])(=[O:11])=[O:10])=[CH:13][CH:14]=1. The catalyst class is: 6. (3) Reactant: [H-].[H-].[H-].[H-].[Li+].[Al+3].[C:7]1([C:13]2[N:14]=[C:15]([C:18]3([C:24]#[N:25])[CH2:23][CH2:22][O:21][CH2:20][CH2:19]3)[S:16][CH:17]=2)[CH:12]=[CH:11][CH:10]=[CH:9][CH:8]=1. Product: [C:7]1([C:13]2[N:14]=[C:15]([C:18]3([CH2:24][NH2:25])[CH2:19][CH2:20][O:21][CH2:22][CH2:23]3)[S:16][CH:17]=2)[CH:8]=[CH:9][CH:10]=[CH:11][CH:12]=1. The catalyst class is: 1. (4) Reactant: Cl.Cl.Cl.Cl.Cl.Cl.Cl.C(NN=C(NCCCN(CCCN[C:75]([NH:77][C:78]1[CH:83]=[C:82]([C:84](=[O:86])[CH3:85])[CH:81]=[C:80]([C:87](=[O:89])[CH3:88])[CH:79]=1)=[O:76])CCCNC(=NNC(=N)N)NC1C=C(C(=NNC(=N)N)C)C=C(C(=NNC(=N)N)C)C=1)NC1C=C(C(=NNC(=N)N)C)C=C(C(=NNC(=N)N)C)C=1)(=N)N.[C:90]([C:93]1[CH:94]=[C:95]([N:102]=[C:103]=[O:104])[CH:96]=[C:97]([C:99](=[O:101])[CH3:100])[CH:98]=1)(=[O:92])[CH3:91].[NH2:105][CH2:106][CH2:107][CH2:108][N:109]([CH2:114][CH2:115][CH2:116][NH2:117])[CH2:110][CH2:111][CH2:112][NH2:113]. Product: [C:99]([C:97]1[CH:96]=[C:95]([NH:102][C:103]([NH:105][CH2:106][CH2:107][CH2:108][N:109]([CH2:114][CH2:115][CH2:116][NH:117][C:75]([NH:77][C:78]2[CH:79]=[C:80]([C:87](=[O:89])[CH3:88])[CH:81]=[C:82]([C:84](=[O:86])[CH3:85])[CH:83]=2)=[O:76])[CH2:110][CH2:111][CH2:112][NH:113][C:75]([NH:77][C:78]2[CH:83]=[C:82]([C:84](=[O:86])[CH3:85])[CH:81]=[C:80]([C:87](=[O:89])[CH3:88])[CH:79]=2)=[O:76])=[O:104])[CH:94]=[C:93]([C:90](=[O:92])[CH3:91])[CH:98]=1)(=[O:101])[CH3:100]. The catalyst class is: 7. (5) Reactant: [Si]([O:8][CH:9]([CH2:20][O:21][C:22]1[CH:27]=[C:26]([C:28]2[CH:33]=[C:32]([N:34]3[CH2:39][CH2:38][O:37][CH2:36][CH2:35]3)[N:31]3[N:40]=[CH:41][C:42]([CH:43]([CH3:45])[CH3:44])=[C:30]3[N:29]=2)[CH:25]=[C:24]([CH:46]2[CH2:48][CH2:47]2)[CH:23]=1)[CH2:10][N:11](C)[C:12](=O)OC(C)(C)C)(C(C)(C)C)(C)C.Cl.C(O)=O. Product: [CH:46]1([C:24]2[CH:23]=[C:22]([CH:27]=[C:26]([C:28]3[CH:33]=[C:32]([N:34]4[CH2:39][CH2:38][O:37][CH2:36][CH2:35]4)[N:31]4[N:40]=[CH:41][C:42]([CH:43]([CH3:45])[CH3:44])=[C:30]4[N:29]=3)[CH:25]=2)[O:21][CH2:20][CH:9]([OH:8])[CH2:10][NH:11][CH3:12])[CH2:48][CH2:47]1. The catalyst class is: 12. (6) Reactant: [CH3:1][S-].[Na+].[ClH:4].[F:5][C:6]1[CH:7]=[CH:8][C:9]([O:27]C)=[C:10]([CH2:12][C:13]([CH:21]2[O:26][CH2:25][CH2:24][NH:23][CH2:22]2)([C:15]2[CH:20]=[CH:19][CH:18]=[CH:17][CH:16]=2)O)[CH:11]=1.CO. Product: [ClH:4].[F:5][C:6]1[CH:7]=[CH:8][C:9]([OH:27])=[C:10]([CH2:12][C:13]([CH:21]2[O:26][CH2:25][CH2:24][NH:23][CH2:22]2)([C:15]2[CH:16]=[CH:17][CH:18]=[CH:19][CH:20]=2)[CH3:1])[CH:11]=1. The catalyst class is: 3.